This data is from Peptide-MHC class II binding affinity with 134,281 pairs from IEDB. The task is: Regression. Given a peptide amino acid sequence and an MHC pseudo amino acid sequence, predict their binding affinity value. This is MHC class II binding data. (1) The peptide sequence is LARALVRAVAESHGV. The MHC is HLA-DPA10103-DPB10401 with pseudo-sequence HLA-DPA10103-DPB10401. The binding affinity (normalized) is 0.136. (2) The peptide sequence is IWEPTAAAIAYGLDR. The MHC is HLA-DQA10501-DQB10301 with pseudo-sequence HLA-DQA10501-DQB10301. The binding affinity (normalized) is 0.765. (3) The peptide sequence is YDKFLKNVSTVLTGK. The MHC is DRB1_1101 with pseudo-sequence DRB1_1101. The binding affinity (normalized) is 0.628. (4) The peptide sequence is EISTNIRQAGVQYSR. The binding affinity (normalized) is 0.825. The MHC is DRB1_0401 with pseudo-sequence DRB1_0401.